Dataset: Reaction yield outcomes from USPTO patents with 853,638 reactions. Task: Predict the reaction yield, written as a fraction of the theoretical maximum amount of product (1.0 means a 100% yield; for example, 0.34 means a 34% yield). (1) The reactants are COC1C=CC(C[N:8]2[CH2:11][C:10]3([CH2:15][CH2:14][CH2:13][N:12]3[C:16]([O:18][CH2:19][C:20]3[CH:25]=[CH:24][CH:23]=[CH:22][CH:21]=3)=[O:17])[C:9]2=[O:26])=CC=1.O=[N+]([O-])[O-].[O-][N+](=O)[O-].[O-][N+](=O)[O-].[O-][N+](=O)[O-].[O-][N+](=O)[O-].[O-][N+](=O)[O-].[Ce+4].[NH4+].[NH4+]. The catalyst is CC#N.O. The product is [O:26]=[C:9]1[C:10]2([CH2:15][CH2:14][CH2:13][N:12]2[C:16]([O:18][CH2:19][C:20]2[CH:25]=[CH:24][CH:23]=[CH:22][CH:21]=2)=[O:17])[CH2:11][NH:8]1. The yield is 0.365. (2) The reactants are Br[C:2]1[CH:3]=[C:4]2[C:8](=[CH:9][C:10]=1[F:11])[N:7]([C:12]([O:14][C:15]([CH3:18])([CH3:17])[CH3:16])=[O:13])[CH2:6][CH2:5]2.[CH3:19][N:20]1[CH:24]=[C:23](B2OC(C)(C)C(C)(C)O2)[CH:22]=[N:21]1.C([O-])([O-])=O.[K+].[K+]. The catalyst is O1CCOCC1.O.C1C=CC(P(C2C=CC=CC=2)[C-]2C=CC=C2)=CC=1.C1C=CC(P(C2C=CC=CC=2)[C-]2C=CC=C2)=CC=1.Cl[Pd]Cl.[Fe+2]. The product is [F:11][C:10]1[CH:9]=[C:8]2[C:4]([CH2:5][CH2:6][N:7]2[C:12]([O:14][C:15]([CH3:18])([CH3:17])[CH3:16])=[O:13])=[CH:3][C:2]=1[C:23]1[CH:22]=[N:21][N:20]([CH3:19])[CH:24]=1. The yield is 0.600.